Task: Predict the product of the given reaction.. Dataset: Forward reaction prediction with 1.9M reactions from USPTO patents (1976-2016) (1) Given the reactants Cl[CH2:2][C:3]([NH:5][C:6]1[CH:19]=[CH:18][C:9]2[O:10][C:11]3[CH2:17][CH2:16][CH2:15][CH2:14][CH2:13][C:12]=3[C:8]=2[CH:7]=1)=[O:4].[CH3:20][NH:21][CH2:22][CH2:23][OH:24].C(=O)([O-])[O-].[Cs+].[Cs+].FC(F)(F)C(O)=O, predict the reaction product. The product is: [OH:24][CH2:23][CH2:22][N:21]([CH3:20])[CH2:2][C:3]([NH:5][C:6]1[CH:19]=[CH:18][C:9]2[O:10][C:11]3[CH2:17][CH2:16][CH2:15][CH2:14][CH2:13][C:12]=3[C:8]=2[CH:7]=1)=[O:4]. (2) Given the reactants [C:1]([N:8]1[CH2:13][CH2:12][CH:11]([CH2:14][OH:15])[CH2:10][CH2:9]1)([O:3][C:4]([CH3:7])([CH3:6])[CH3:5])=[O:2].CCN(CC)CC.[CH3:23][S:24](Cl)(=[O:26])=[O:25], predict the reaction product. The product is: [CH3:23][S:24]([O:15][CH2:14][CH:11]1[CH2:12][CH2:13][N:8]([C:1]([O:3][C:4]([CH3:7])([CH3:6])[CH3:5])=[O:2])[CH2:9][CH2:10]1)(=[O:26])=[O:25]. (3) Given the reactants [Br:1][C:2]1[CH:7]=[CH:6][C:5]([C:8]2[C:12]3[CH:13]=[CH:14][C:15]([C:17]#[C:18][CH2:19][CH2:20][CH2:21][OH:22])=[CH:16][C:11]=3[S:10][N:9]=2)=[CH:4][CH:3]=1.[CH3:23][S:24](Cl)(=[O:26])=[O:25], predict the reaction product. The product is: [Br:1][C:2]1[CH:3]=[CH:4][C:5]([C:8]2[C:12]3[CH:13]=[CH:14][C:15]([C:17]#[C:18][CH2:19][CH2:20][CH2:21][O:22][S:24]([CH3:23])(=[O:26])=[O:25])=[CH:16][C:11]=3[S:10][N:9]=2)=[CH:6][CH:7]=1.